From a dataset of TCR-epitope binding with 47,182 pairs between 192 epitopes and 23,139 TCRs. Binary Classification. Given a T-cell receptor sequence (or CDR3 region) and an epitope sequence, predict whether binding occurs between them. (1) The epitope is VVYRGTTTY. The TCR CDR3 sequence is CASSWGQGGYEQYF. Result: 0 (the TCR does not bind to the epitope). (2) The epitope is FSKQLQQSM. The TCR CDR3 sequence is CASSQGAGTGFTYEQYF. Result: 0 (the TCR does not bind to the epitope). (3) The epitope is HTTDPSFLGRY. The TCR CDR3 sequence is CASSDGAGKNANIQYF. Result: 0 (the TCR does not bind to the epitope). (4) The epitope is QYDPVAALF. The TCR CDR3 sequence is CATTGSYGYTF. Result: 0 (the TCR does not bind to the epitope). (5) The epitope is YLNTLTLAV. The TCR CDR3 sequence is CASSLTDRATEAFF. Result: 1 (the TCR binds to the epitope). (6) The epitope is FLPRVFSAV. The TCR CDR3 sequence is CASSHGQGAYEQYF. Result: 0 (the TCR does not bind to the epitope). (7) The epitope is GLCTLVAML. Result: 1 (the TCR binds to the epitope). The TCR CDR3 sequence is CASSPPLSSEQYF. (8) The epitope is FIAGLIAIV. The TCR CDR3 sequence is CASTPNSYEQYF. Result: 1 (the TCR binds to the epitope). (9) The epitope is RIFTIGTVTLK. The TCR CDR3 sequence is CASSLAGGTEQYF. Result: 1 (the TCR binds to the epitope).